From a dataset of Forward reaction prediction with 1.9M reactions from USPTO patents (1976-2016). Predict the product of the given reaction. The product is: [CH:26]1([C:16]2[C:15]([C:9]3[NH:8][C:12]([O:13][CH3:14])=[N:11][N:10]=3)=[CH:24][C:19]([C:20]([O:22][CH3:23])=[O:21])=[C:18]([CH3:25])[CH:17]=2)[CH2:28][CH2:27]1. Given the reactants C([N:8]1[C:12]([O:13][CH3:14])=[N:11][N:10]=[C:9]1[C:15]1[C:16]([CH:26]2[CH2:28][CH2:27]2)=[CH:17][C:18]([CH3:25])=[C:19]([CH:24]=1)[C:20]([O:22][CH3:23])=[O:21])C1C=CC=CC=1.Cl.[H][H], predict the reaction product.